Binary Classification. Given two protein amino acid sequences, predict whether they physically interact or not. From a dataset of Human Reference Interactome with 51,813 positive PPI pairs across 8,248 proteins, plus equal number of experimentally-validated negative pairs. (1) Protein 1 (ENSG00000132436) has sequence MQTSSSRSVHLSEWQKNYFAITSGICTGPKADAYRAQILRIQYAWANSEISQVCATKLFKKYAEKYSAIIDSDNVESGLNNYAENILTLAGSQQTDSDKWQSGLSINNVFKMSSVQKMMQAGKKFKDSLLEPALASVVIHKEATVFDLPKFSVCGSSQESDSLPNSAHDRDRTQDFPESNRLKLLQNAQPPMVTNTARTCPTFSAPVGESATAKFHVTPLFGNVKKENHSSAKENIGLNVFLSNQSCFPAACENPQRKSFYGSGTIDALSNPILNKACSKTEDNGPKEDSSLPTFKTAKE.... Protein 2 (ENSG00000136155) has sequence MSNVTLRKMSPTGNEMKSTTQGTTRKQQDFHEVNKRRTFLQDNSWIKKRPEEEKDENYGRVVLNRHNSHDALDRKVNERDVPKATISRYSSDDTLDRISDRNDAAKTYKANTLDNQLTNRSMSMFRSLEVTKLQPGGSLNANTSNTIASTSATTPVKKKRQSWFPPPPPGYNASSSTGTRRREPGVHPPIPPKPSSPVSSPNQLRQDNRQIHPPKPGVYTETNRSAERNIRSQDLDNIVKVATSLQRSDKGEELDNLIKMNKSLNRNQGLDSLFRANPKVEEREKRAKSLESLIYMSTRT.... Result: 0 (the proteins do not interact). (2) Protein 1 (ENSG00000213401) has sequence MPLEQRSQHCKPEEGLEAQGEALGLVGAQAPATEEQETASSSSTLVEVTLREVPAAESPSPPHSPQGASTLPTTINYTLWSQSDEGSSNEEQEGPSTFPDLETSFQVALSRKMAELVHFLLLKYRAREPFTKAEMLGSVIRNFQDFFPVIFSKASEYLQLVFGIEVVEVVRIGHLYILVTCLGLSYDGLLGDNQIVPKTGLLIIVLAIIAKEGDCAPEEKIWEELSVLEASDGREDSVFAHPRKLLTQDLVQENYLEYRQVPGSDPACYEFLWGPRALVETSYVKVLHHLLKISGGPHIS.... Protein 2 (ENSG00000136002) has sequence MPWEEPAGEKPSCSHSQKAFHMEPAQKPCFTTDMVTWALLCISAETVRGEAPSQPRGIPHRSPVSVDDLWLEKTQRKKLQKQAHVERRLHIGAVHKDGVKCWRKTIITSPESLNLPRRSHPLSQSAPTGLNHMGWPEHTPGTAMPDGALDTAVCADEVGSEEDLYDDLHSSSHHYSHPGGGGEQLAINELISDGSVVCAEALWDHVTMDDQELGFKAGDVIEVMDATNREWWWGRVADGEGWFPASFVRLRVNQDEPADDDAPLAGNSGAEDGGAEAQSSKDQMRTNVINEILSTERDYI.... Result: 0 (the proteins do not interact). (3) Protein 1 (ENSG00000121680) has sequence MEKLRLLGLRYQEYVTRHPAATAQLETAVRGFSYLLAGRFADSHELSELVYSASNLLVLLNDGILRKELRKKLPVSLSQQKLLTWLSVLECVEVFMEMGAAKVWGEVGRWLVIALVQLAKAVLRMLLLLWFKAGLQTSPPIVPLDRETQAQPPDGDHSPGNHEQSYVGKRSNRVVRTLQNTPSLHSRHWGAPQQREGRQQQHHEELSATPTPLGLQETIAEFLYIARPLLHLLSLGLWGQRSWKPWLLAGVVDVTSLSLLSDRKGLTRRERRELRRRTILLLYYLLRSPFYDRFSEARIL.... Protein 2 (ENSG00000183579) has sequence MHPLGLCNNNDEEDLYEYGWVGVVKLEQPELDPKPCLTVLGKAKRAVQRGATAVIFDVSENPEAIDQLNQGSEDPLKRPVVYVKGADAIKLMNIVNKQKVARARIQHRPPRQPTEYFDMGIFLAFFVVVSLVCLILLVKIKLKQRRSQNSMNRLAVQALEKMETRKFNSKSKGRREGSCGALDTLSSSSTSDCAICLEKYIDGEELRVIPCTHRFHRKCVDPWLLQHHTCPHCRHNIIEQKGNPSAVCVETSNLSRGRQQRVTLPVHYPGRVHRTNAIPAYPTRTSMDSHGNPVTLLTMD.... Result: 0 (the proteins do not interact). (4) Protein 1 (ENSG00000166211) has sequence MTCVEQDKLGQAFEDAFEVLRQHSTGDLQYSPDYRNYLALINHRPHVKGNSSCYGVLPTEEPVYNWRTVINSAADFYFEGNIHQSLQNITENQLVQPTLLQQKGGKGRKKLRLFEYLHESLYNPEMASCIQWVDKTKGIFQFVSKNKEKLAELWGKRKGNRKTMTYQKMARALRNYGRSGEITKIRRKLTYQFSEAILQRLSPSYFLGKEIFYSQCVQPDQEYLSLNNWNANYNYTYANYHELNHHDC*. Protein 2 (ENSG00000130770) has sequence MAVTALAARTWLGVWGVRTMQARGFGSDQSENVDRGAGSIREAGGAFGKREQAEEERYFRAQSREQLAALKKHHEEEIVHHKKEIERLQKEIERHKQKIKMLKHDD*MAVTALAARTWLGVWGVRTMQARGFGSDQSENVDRGAGSIREAGGAFGKREQAEEERYFR*MAVTALAARTWLGVWGVRTMQARGFGSDQSENVDRGAGSIREAGGAFGKREQAEEERYFRHYRLCFEISLG*MAVTALAARTWLGVWGVRTMQARGFGSDQSENVDRGAGSIREAGGAFGKREQAEEERYFR.... Result: 0 (the proteins do not interact). (5) Protein 1 (ENSG00000077380) has sequence MSDKSELKAELERKKQRLAQIREEKKRKEEERKKKETDQKKEAVAPVQEESDLEKKRREAEALLQSMGLTPESPIVPPPMSPSSKSVSTPSEAGSQDSGDGAVGSRRGPIKLGMAKITQVDFPPREIVTYTKETQTPVMAQPKEDEEEDDDVVAPKPPIEPEEEKTLKKDEENDSKAPPHELTEEEKQQILHSEEFLSFFDHSTRIVERALSEQINIFFDYSGRDLEDKEGEIQAGAKLSLNRQFFDERWSKHRVVSCLDWSSQYPELLVASYNNNEDAPHEPDGVALVWNMKYKKTTPE.... Protein 2 (ENSG00000256453) has sequence MQSKRDCELWCERVNPENKAALEAWVRETGIRLVQVNGQRKYGGPPPGWVGSPPPAGSEVFIGRLPQDVYEHQLIPLFQRVGRLYEFRLMMTFSGLNRGFAYARYSSRRGAQAAIATLHNHPLRPSCPLLVCRSTEKCELSVDGLPPNLTRSALLLALQPLGPGLQEARLLPSPGPAPGQIALLKFSSHRAAAMAKKALVEGQSHLCGEQVAVEWLKPDLKQRLRQQLVGPFLRSPQPEGSQLALARDKLGFQGARATLQLLCQRMKLGSPVFLTKCLGIGPAGWHRFWYQVVIPGHPVP.... Result: 0 (the proteins do not interact).